Dataset: Reaction yield outcomes from USPTO patents with 853,638 reactions. Task: Predict the reaction yield, written as a fraction of the theoretical maximum amount of product (1.0 means a 100% yield; for example, 0.34 means a 34% yield). (1) The reactants are [Si]([O:8][CH:9]([CH2:29][CH2:30][CH2:31][CH2:32][CH2:33][CH2:34][CH2:35][C:36]([O:38][CH2:39]/[CH:40]=[CH:41]\[CH2:42][CH2:43][CH2:44][CH2:45][CH2:46][CH3:47])=[O:37])[CH2:10][CH2:11][CH2:12][CH2:13][CH2:14][CH2:15][CH2:16][C:17]([O:19][CH2:20]/[CH:21]=[CH:22]\[CH2:23][CH2:24][CH2:25][CH2:26][CH2:27][CH3:28])=[O:18])(C(C)(C)C)(C)C. The catalyst is CCCC[N+](CCCC)(CCCC)CCCC.[F-].C1COCC1.O. The product is [OH:8][CH:9]([CH2:10][CH2:11][CH2:12][CH2:13][CH2:14][CH2:15][CH2:16][C:17]([O:19][CH2:20]/[CH:21]=[CH:22]\[CH2:23][CH2:24][CH2:25][CH2:26][CH2:27][CH3:28])=[O:18])[CH2:29][CH2:30][CH2:31][CH2:32][CH2:33][CH2:34][CH2:35][C:36]([O:38][CH2:39]/[CH:40]=[CH:41]\[CH2:42][CH2:43][CH2:44][CH2:45][CH2:46][CH3:47])=[O:37]. The yield is 0.390. (2) The reactants are N1C=CC=CC=1.[C:7]1([CH3:17])[CH:12]=[CH:11][C:10]([S:13](Cl)(=[O:15])=[O:14])=[CH:9][CH:8]=1.[CH:18]1([CH2:21][CH2:22][OH:23])[CH2:20][CH2:19]1.O. The catalyst is ClCCl. The product is [CH:18]1([CH2:21][CH2:22][O:23][S:13]([C:10]2[CH:11]=[CH:12][C:7]([CH3:17])=[CH:8][CH:9]=2)(=[O:15])=[O:14])[CH2:20][CH2:19]1. The yield is 0.750. (3) The reactants are [CH:1]1([C:7]2[N:12]([C:13]3[CH:18]=[CH:17][CH:16]=[C:15]([O:19][CH:20]([CH3:22])[CH3:21])[CH:14]=3)[C:11](=[O:23])[CH:10]=[C:9]([OH:24])[N:8]=2)[CH2:6][CH2:5][CH2:4][CH2:3][CH2:2]1.[Cl-].C[Al+]C.CCCCCC.C(OC1C=[C:41](C=CC=1)[NH2:42])(C)C.C1(C#N)CCCCC1.C(OCC)(=O)[CH2:55][C:56]([O:58]CC)=[O:57].C[O-:66].[Na+]. The catalyst is C1(C)C=CC=CC=1.O.COCCO. The product is [CH:1]1([C:7]2[N:12]([C:13]3[CH:18]=[CH:17][CH:16]=[C:15]([O:19][CH:20]([CH3:22])[CH3:21])[CH:14]=3)[C:11](=[O:23])[C:10]([C:41]([NH:42][CH2:55][C:56]([OH:58])=[O:57])=[O:66])=[C:9]([OH:24])[N:8]=2)[CH2:2][CH2:3][CH2:4][CH2:5][CH2:6]1. The yield is 0.140. (4) The reactants are [CH:1]([C:3]1[CH:12]=[CH:11][C:6]([C:7]([O:9][CH3:10])=[O:8])=[CH:5][C:4]=1[OH:13])=[O:2].C(=O)([O-])[O-].[K+].[K+].Br[CH2:21][CH:22]1[CH2:24][CH2:23]1.Cl. The catalyst is C(#N)C.O. The product is [CH:22]1([CH2:21][O:13][C:4]2[CH:5]=[C:6]([CH:11]=[CH:12][C:3]=2[CH:1]=[O:2])[C:7]([O:9][CH3:10])=[O:8])[CH2:24][CH2:23]1. The yield is 0.870. (5) The reactants are [C:1]([C:3]([C:6]1[CH:7]=[C:8]([CH:12]=[CH:13][CH:14]=1)[C:9]([OH:11])=O)([CH3:5])[CH3:4])#[N:2].C(Cl)(=O)C(Cl)=O.O1CCCC1.[NH2:26][C:27]1[CH:28]=[CH:29][C:30]([Br:49])=[C:31]([CH:48]=1)[O:32][C:33]1[CH:34]=[CH:35][C:36]2[N:37]([CH:39]=[C:40]([NH:42][C:43]([CH:45]3[CH2:47][CH2:46]3)=[O:44])[N:41]=2)[N:38]=1. The catalyst is CN(C)C=O.CN(C)C(=O)C. The product is [Br:49][C:30]1[CH:29]=[CH:28][C:27]([NH:26][C:9](=[O:11])[C:8]2[CH:12]=[CH:13][CH:14]=[C:6]([C:3]([C:1]#[N:2])([CH3:4])[CH3:5])[CH:7]=2)=[CH:48][C:31]=1[O:32][C:33]1[CH:34]=[CH:35][C:36]2[N:37]([CH:39]=[C:40]([NH:42][C:43]([CH:45]3[CH2:46][CH2:47]3)=[O:44])[N:41]=2)[N:38]=1. The yield is 0.850.